This data is from Forward reaction prediction with 1.9M reactions from USPTO patents (1976-2016). The task is: Predict the product of the given reaction. (1) Given the reactants C([O:5][C:6]([C:8]1[N:9]=[C:10]([Br:26])[C:11]2[C:16]([C:17]=1[OH:18])=[CH:15][CH:14]=[C:13]([O:19][C:20]1[CH:25]=[CH:24][CH:23]=[CH:22][CH:21]=1)[CH:12]=2)=[O:7])CCC.[OH-].[Na+], predict the reaction product. The product is: [Br:26][C:10]1[C:11]2[C:16](=[CH:15][CH:14]=[C:13]([O:19][C:20]3[CH:25]=[CH:24][CH:23]=[CH:22][CH:21]=3)[CH:12]=2)[C:17]([OH:18])=[C:8]([C:6]([OH:7])=[O:5])[N:9]=1. (2) Given the reactants [CH2:1]([OH:16])[CH2:2][O:3][CH2:4][CH2:5][O:6][CH2:7][CH2:8][O:9][CH2:10][CH2:11][O:12][CH2:13][CH2:14][OH:15].[CH3:17][S:18](Cl)(=[O:20])=[O:19], predict the reaction product. The product is: [CH3:17][S:18]([O:15][CH2:14][CH2:13][O:12][CH2:11][CH2:10][O:9][CH2:8][CH2:7][O:6][CH2:5][CH2:4][O:3][CH2:2][CH2:1][OH:16])(=[O:20])=[O:19]. (3) Given the reactants F[C:2]1[CH:3]=[N:4][CH:5]=[C:6](F)[CH:7]=1.[CH3:9][O-:10].[Na+].[CH3:12][OH:13], predict the reaction product. The product is: [CH3:9][O:10][C:2]1[CH:3]=[N:4][CH:5]=[C:6]([O:13][CH3:12])[CH:7]=1. (4) Given the reactants [CH3:1][NH:2][C:3]([C:5]1[CH:10]=[C:9]([CH2:11][O:12][C:13]2[CH:18]=[CH:17][C:16](N)=[CH:15][CH:14]=2)[CH:8]=[CH:7][N:6]=1)=[O:4].[N+:20](C1C=CC(O)=CC=1)([O-])=O, predict the reaction product. The product is: [CH3:1][NH:2][C:3]([C:5]1[CH:10]=[C:9]([CH2:11][O:12][C:13]2[CH:18]=[CH:17][CH:16]=[C:15]([NH2:20])[CH:14]=2)[CH:8]=[CH:7][N:6]=1)=[O:4]. (5) Given the reactants [S:1]1[CH:5]=[CH:4][CH:3]=[C:2]1[CH:6]=O.[CH3:8][O:9][CH2:10][CH2:11][NH2:12].[C:13]1(=[O:24])[O:19][C:17](=O)[C:16]2=[CH:20][CH:21]=[CH:22][CH:23]=[C:15]2[CH2:14]1.[NH2:25][C:26]1[CH:31]=[CH:30][C:29]([NH:32][C:33](=[O:35])[CH3:34])=[CH:28][CH:27]=1, predict the reaction product. The product is: [C:33]([NH:32][C:29]1[CH:30]=[CH:31][C:26]([NH:25][C:13]([CH:14]2[C:15]3[C:16](=[CH:20][CH:21]=[CH:22][CH:23]=3)[C:17](=[O:19])[N:12]([CH2:11][CH2:10][O:9][CH3:8])[CH:6]2[C:2]2[S:1][CH:5]=[CH:4][CH:3]=2)=[O:24])=[CH:27][CH:28]=1)(=[O:35])[CH3:34]. (6) Given the reactants [C:1]([N:8]1[CH2:13][CH2:12][CH2:11][CH2:10][C:9]1=O)([O:3][C:4]([CH3:7])([CH3:6])[CH3:5])=[O:2].[I:15][C:16]1[CH:22]=[CH:21][C:19]([NH2:20])=[CH:18][CH:17]=1.C[Si]([C:27]#[N:28])(C)C.[OH-].[NH4+], predict the reaction product. The product is: [C:27]([C:11]1([NH:20][C:19]2[CH:21]=[CH:22][C:16]([I:15])=[CH:17][CH:18]=2)[CH2:12][CH2:13][N:8]([C:1]([O:3][C:4]([CH3:7])([CH3:6])[CH3:5])=[O:2])[CH2:9][CH2:10]1)#[N:28].